This data is from Forward reaction prediction with 1.9M reactions from USPTO patents (1976-2016). The task is: Predict the product of the given reaction. (1) Given the reactants [C:1]1([N:7]2[C:12]3[CH:13]=[CH:14][CH:15]=[CH:16][C:11]=3[CH2:10][CH2:9][S:8]2(=[O:18])=[O:17])[CH:6]=[CH:5][CH:4]=[CH:3][CH:2]=1.C[Si]([N-][Si](C)(C)C)(C)C.[Li+].[CH2:29](Br)[CH:30]=[CH2:31], predict the reaction product. The product is: [CH2:31]([CH:9]1[S:8](=[O:17])(=[O:18])[N:7]([C:1]2[CH:2]=[CH:3][CH:4]=[CH:5][CH:6]=2)[C:12]2[CH:13]=[CH:14][CH:15]=[CH:16][C:11]=2[CH2:10]1)[CH:30]=[CH2:29]. (2) Given the reactants CS(C)=O.C(Cl)(=O)C(Cl)=O.[OH:11][CH2:12][CH:13]1[CH2:18][CH2:17][N:16]([C:19]([O:21][C:22]([CH3:25])([CH3:24])[CH3:23])=[O:20])[CH2:15][CH2:14]1.CCN(CC)CC, predict the reaction product. The product is: [CH:12]([CH:13]1[CH2:18][CH2:17][N:16]([C:19]([O:21][C:22]([CH3:25])([CH3:24])[CH3:23])=[O:20])[CH2:15][CH2:14]1)=[O:11]. (3) Given the reactants CS(Cl)(=O)=O.CN1CCCC1=O.[CH:13](=[N:20][OH:21])[C:14]1[CH:19]=[CH:18][CH:17]=[CH:16][CH:15]=1.CN1CCCC1=O, predict the reaction product. The product is: [CH:13](=[N:20][OH:21])[C:14]1[CH:19]=[CH:18][CH:17]=[CH:16][CH:15]=1. (4) Given the reactants [CH:1]1([C@H:7]([OH:9])[CH3:8])[CH2:6][CH2:5][CH2:4][CH2:3][CH2:2]1.[C:10](OC(=O)C)(=[O:12])[CH3:11], predict the reaction product. The product is: [C:10]([O:9][C@@H:7]([CH:1]1[CH2:6][CH2:5][CH2:4][CH2:3][CH2:2]1)[CH3:8])(=[O:12])[CH3:11]. (5) Given the reactants [CH3:1][O:2][C:3]1[CH:10]=[C:9]([O:11][CH3:12])[CH:8]=[CH:7][C:4]=1[CH:5]=O.[C:13]([C:16]1[C:17](=[O:24])[O:18][CH:19]([CH3:23])[CH2:20][C:21]=1[OH:22])(=[O:15])[CH3:14].[C:25](C1C(=O)OC(C)=CC=1O)(=[O:27])C, predict the reaction product. The product is: [OH:22][C:21]1[CH2:20][CH:19]([CH3:23])[O:18][C:17](=[O:24])[C:16]=1[C:13](=[O:15])/[CH:14]=[CH:5]/[C:4]1[CH:7]=[CH:8][C:9]([O:11][CH3:12])=[C:10]([O:27][CH3:25])[C:3]=1[O:2][CH3:1]. (6) Given the reactants C1(C)C=CC=CC=1P(C1C=CC=CC=1C)C1C=CC=CC=1C.FC(F)(F)S([C:28]1[CH:36]=[CH:35][CH:34]=[C:33]2[C:29]=1[CH:30]=[CH:31][NH:32]2)(=O)=O.[CH3:39][O:40][N:41]([CH3:46])[C:42](=[O:45])[CH:43]=[CH2:44].C(N(CC)CC)C, predict the reaction product. The product is: [NH:32]1[C:33]2[C:29](=[CH:28][CH:36]=[C:35]([CH:44]=[CH:43][C:42]([N:41]([O:40][CH3:39])[CH3:46])=[O:45])[CH:34]=2)[CH:30]=[CH:31]1. (7) Given the reactants [C:1]([O:5][C:6](=[O:18])[NH:7][C@@H:8]1[CH2:10][C@H:9]1[C:11]1[CH:16]=[CH:15][C:14]([NH2:17])=[CH:13][CH:12]=1)([CH3:4])([CH3:3])[CH3:2].[C:19](Cl)(=[O:21])[CH3:20], predict the reaction product. The product is: [C:1]([O:5][C:6](=[O:18])[NH:7][C@@H:8]1[CH2:10][C@H:9]1[C:11]1[CH:16]=[CH:15][C:14]([NH:17][C:19](=[O:21])[CH3:20])=[CH:13][CH:12]=1)([CH3:4])([CH3:2])[CH3:3].